This data is from Full USPTO retrosynthesis dataset with 1.9M reactions from patents (1976-2016). The task is: Predict the reactants needed to synthesize the given product. (1) Given the product [Cl:49][C:50]1[CH:64]=[CH:63][C:53]2[NH:54][C:55]([C@@H:57]([NH:62][C:5](=[O:7])[C:4]3[CH:8]=[CH:9][C:10]([C:11]([N:13]4[CH2:17][CH2:16][CH2:15][CH2:14]4)=[O:12])=[C:2]([CH3:1])[CH:3]=3)[CH2:58][CH2:59][S:60][CH3:61])=[N:56][C:52]=2[CH:51]=1, predict the reactants needed to synthesize it. The reactants are: [CH3:1][C:2]1[CH:3]=[C:4]([CH:8]=[CH:9][C:10]=1[C:11]([N:13]1[CH2:17][CH2:16][CH2:15][CH2:14]1)=[O:12])[C:5]([OH:7])=O.CN(C(ON1N=NC2C=CC=CC1=2)=[N+](C)C)C.[B-](F)(F)(F)F.C(N(C(C)C)CC)(C)C.[Cl:49][C:50]1[CH:64]=[CH:63][C:53]2[NH:54][C:55]([C@@H:57]([NH2:62])[CH2:58][CH2:59][S:60][CH3:61])=[N:56][C:52]=2[CH:51]=1.ClCl. (2) Given the product [Br:3][CH2:4][CH2:5][N:6]1[C:10]([CH2:11][OH:12])=[CH:9][C:8]([N+:15]([O-:17])=[O:16])=[N:7]1, predict the reactants needed to synthesize it. The reactants are: [BH4-].[Li+].[Br:3][CH2:4][CH2:5][N:6]1[C:10]([C:11](OC)=[O:12])=[CH:9][C:8]([N+:15]([O-:17])=[O:16])=[N:7]1.C(OCC)(=O)C.O. (3) Given the product [Si:1]([O:8][C@@H:9]1[C@H:13]([CH2:14][O:15][Si:16]([C:19]([CH3:22])([CH3:21])[CH3:20])([CH3:18])[CH3:17])[CH2:12][C@@H:11]([NH:23][C:24]2[CH:29]=[C:28]([CH2:30][CH2:31][C:32]3[CH:33]=[CH:34][CH:35]=[CH:36][CH:37]=3)[N:27]=[CH:26][N:25]=2)[CH2:10]1)([C:4]([CH3:5])([CH3:6])[CH3:7])([CH3:3])[CH3:2], predict the reactants needed to synthesize it. The reactants are: [Si:1]([O:8][C@@H:9]1[C@H:13]([CH2:14][O:15][Si:16]([C:19]([CH3:22])([CH3:21])[CH3:20])([CH3:18])[CH3:17])[CH2:12][C@@H:11]([NH:23][C:24]2[CH:29]=[C:28]([C:30]#[C:31][C:32]3[CH:37]=[CH:36][CH:35]=[CH:34][CH:33]=3)[N:27]=[CH:26][N:25]=2)[CH2:10]1)([C:4]([CH3:7])([CH3:6])[CH3:5])([CH3:3])[CH3:2]. (4) Given the product [N:1]1[C:5]2[CH:9]=[CH:8][O:7][C:6]=2[C:10]([OH:12])=[N:4][C:2]=1[OH:3], predict the reactants needed to synthesize it. The reactants are: [NH:1]([C:5]1[CH:9]=[CH:8][O:7][C:6]=1[C:10]([O:12]C)=O)[C:2]([NH2:4])=[O:3].[OH-].[Na+].Cl.